The task is: Predict the reactants needed to synthesize the given product.. This data is from Full USPTO retrosynthesis dataset with 1.9M reactions from patents (1976-2016). (1) Given the product [CH3:55][O:56][C:11]1[CH:12]=[CH:13][C:8]([C:7]([O:20][CH2:21][C@H:22]2[O:26][C@@H:25]([N:27]3[C:36]4[N:35]=[CH:34][N:33]=[C:31]([NH2:32])[C:30]=4[N:29]=[CH:28]3)[C@H:24]([O:37][Si:51]([C:48]([CH3:50])([CH3:49])[CH3:47])([CH3:53])[CH3:52])[CH2:23]2)([C:14]2[CH:19]=[CH:18][CH:17]=[CH:16][CH:15]=2)[C:6]2[CH:38]=[CH:39][C:3]([O:40][CH3:41])=[CH:4][CH:5]=2)=[CH:9][CH:10]=1, predict the reactants needed to synthesize it. The reactants are: CO[C:3]1([O:40][CH3:41])[CH:39]=[CH:38][C:6]([C:7]([O:20][CH2:21][C@H:22]2[O:26][C@@H:25]([N:27]3[C:36]4[N:35]=[CH:34][N:33]=[C:31]([NH2:32])[C:30]=4[N:29]=[CH:28]3)[C@H:24]([OH:37])[CH2:23]2)([C:14]2[CH:19]=[CH:18][CH:17]=[CH:16][CH:15]=2)[C:8]2[CH:13]=[CH:12][CH:11]=[CH:10][CH:9]=2)=[CH:5][CH2:4]1.N1C=CN=C1.[CH3:47][C:48]([Si:51](Cl)([CH3:53])[CH3:52])([CH3:50])[CH3:49].[C:55]([O-])(O)=[O:56].[Na+]. (2) Given the product [N:47]([CH:6]1[CH2:7][N:8]([C:14]2[C:18]([NH:19][C:20]([C:22]3[N:23]=[C:24]([C:27]4[CH:32]=[CH:31][N:30]=[C:29]([N:33]([CH2:34][C:35]([F:37])([F:38])[F:36])[C:39](=[O:40])[O:41][C:42]([CH3:45])([CH3:44])[CH3:43])[CH:28]=4)[O:25][CH:26]=3)=[O:21])=[CH:17][N:16]([CH3:46])[N:15]=2)[C:9](=[O:13])[C:10]1([CH3:12])[CH3:11])=[N+:48]=[N-:49], predict the reactants needed to synthesize it. The reactants are: CS(O[CH:6]1[C:10]([CH3:12])([CH3:11])[C:9](=[O:13])[N:8]([C:14]2[C:18]([NH:19][C:20]([C:22]3[N:23]=[C:24]([C:27]4[CH:32]=[CH:31][N:30]=[C:29]([N:33]([C:39]([O:41][C:42]([CH3:45])([CH3:44])[CH3:43])=[O:40])[CH2:34][C:35]([F:38])([F:37])[F:36])[CH:28]=4)[O:25][CH:26]=3)=[O:21])=[CH:17][N:16]([CH3:46])[N:15]=2)[CH2:7]1)(=O)=O.[N-:47]=[N+:48]=[N-:49].[Na+].C1OCCOCCOCCOCCOCCOC1. (3) Given the product [Br:25][C:5]1[CH:4]=[N:3][N:2]([CH3:1])[C:6]=1[C:7]1[CH:12]=[CH:11][N:10]=[CH:9][CH:8]=1, predict the reactants needed to synthesize it. The reactants are: [CH3:1][N:2]1[C:6]([C:7]2[CH:12]=[CH:11][N:10]=[CH:9][CH:8]=2)=[CH:5][CH:4]=[N:3]1.CN1C=CC(C2C=CN=CC=2)=N1.[Br:25]Br.C(=O)(O)[O-].[Na+]. (4) The reactants are: C(OC([N:8]1[CH2:12][C@@H:11]([CH2:13][N:14]([CH:31]([CH3:33])[CH3:32])[C:15](=[O:30])[C:16]2[CH:21]=[CH:20][C:19]([O:22][CH3:23])=[C:18]([O:24][CH2:25][CH2:26][CH2:27][O:28][CH3:29])[CH:17]=2)[C@@H:10]([OH:34])[CH2:9]1)=O)(C)(C)C.CC#N.O.CC#N. Given the product [OH:34][C@H:10]1[CH2:9][NH:8][CH2:12][C@H:11]1[CH2:13][N:14]([CH:31]([CH3:33])[CH3:32])[C:15](=[O:30])[C:16]1[CH:21]=[CH:20][C:19]([O:22][CH3:23])=[C:18]([O:24][CH2:25][CH2:26][CH2:27][O:28][CH3:29])[CH:17]=1, predict the reactants needed to synthesize it. (5) Given the product [CH3:14][O:15][C:16]1[CH:23]=[CH:22][C:19]([CH2:20][NH:9][C:8]2[CH:10]=[CH:11][CH:12]=[CH:13][C:7]=2[N:1]2[CH2:6][CH2:5][CH2:4][CH2:3][CH2:2]2)=[CH:18][CH:17]=1, predict the reactants needed to synthesize it. The reactants are: [N:1]1([C:7]2[CH:13]=[CH:12][CH:11]=[CH:10][C:8]=2[NH2:9])[CH2:6][CH2:5][CH2:4][CH2:3][CH2:2]1.[CH3:14][O:15][C:16]1[CH:23]=[CH:22][C:19]([CH2:20]Br)=[CH:18][CH:17]=1.C(=O)([O-])[O-].[K+].[K+]. (6) Given the product [O:19]=[C:13]1[CH:12]([N:5]2[C:4](=[O:20])[C:3]3[C:7](=[CH:8][CH:9]=[CH:10][C:2]=3[NH:1][CH2:26][C:22]3[O:21][CH:25]=[CH:24][CH:23]=3)[C:6]2=[O:11])[CH2:17][CH2:16][C:15](=[O:18])[NH:14]1, predict the reactants needed to synthesize it. The reactants are: [NH2:1][C:2]1[CH:10]=[CH:9][CH:8]=[C:7]2[C:3]=1[C:4](=[O:20])[N:5]([CH:12]1[CH2:17][CH2:16][C:15](=[O:18])[NH:14][C:13]1=[O:19])[C:6]2=[O:11].[O:21]1[CH:25]=[CH:24][CH:23]=[C:22]1[CH:26]=O.[BH4-].[Na+]. (7) Given the product [CH2:2]([C:6]1[S:10][C:9]([C:16]2[CH:21]=[CH:20][C:19]([C:22]3[CH:27]=[CH:26][C:25]([O:28][CH2:29][CH2:30][CH2:31][CH2:32][CH2:33][CH3:34])=[CH:24][CH:23]=3)=[CH:18][C:17]=2[F:35])=[CH:8][CH:7]=1)[CH2:3][CH2:4][CH3:5], predict the reactants needed to synthesize it. The reactants are: [Na+].[CH2:2]([C:6]1[S:10][C:9](OB(O)[O-])=[CH:8][CH:7]=1)[CH2:3][CH2:4][CH3:5].Br[C:16]1[CH:21]=[CH:20][C:19]([C:22]2[CH:27]=[CH:26][C:25]([O:28][CH2:29][CH2:30][CH2:31][CH2:32][CH2:33][CH3:34])=[CH:24][CH:23]=2)=[CH:18][C:17]=1[F:35].C(=O)([O-])O.[Na+]. (8) Given the product [CH2:16]([N:23]1[CH2:28][CH2:27][C:26]([CH2:4][C:5]2[CH:10]=[C:9]([C:11]([F:14])([F:13])[F:12])[CH:8]=[CH:7][C:6]=2[F:15])([OH:29])[CH2:25][CH2:24]1)[C:17]1[CH:18]=[CH:19][CH:20]=[CH:21][CH:22]=1, predict the reactants needed to synthesize it. The reactants are: II.Br[CH2:4][C:5]1[CH:10]=[C:9]([C:11]([F:14])([F:13])[F:12])[CH:8]=[CH:7][C:6]=1[F:15].[CH2:16]([N:23]1[CH2:28][CH2:27][C:26](=[O:29])[CH2:25][CH2:24]1)[C:17]1[CH:22]=[CH:21][CH:20]=[CH:19][CH:18]=1.[NH4+].[Cl-]. (9) Given the product [C:1]([O:5][C:6](=[O:39])[N:7]([CH2:11][C:12]1[CH:13]=[N:14][CH:15]=[C:16]([C:19]2[CH:20]=[C:21]3[C:25](=[CH:26][CH:27]=2)[N:24]([CH2:28][C:29]2[CH:34]=[CH:33][C:32]([O:35][CH3:36])=[CH:31][CH:30]=2)[N:23]=[C:22]3[C:37]#[N:45])[C:17]=1[CH3:18])[CH:8]([CH3:10])[CH3:9])([CH3:3])([CH3:4])[CH3:2], predict the reactants needed to synthesize it. The reactants are: [C:1]([O:5][C:6](=[O:39])[N:7]([CH2:11][C:12]1[CH:13]=[N:14][CH:15]=[C:16]([C:19]2[CH:20]=[C:21]3[C:25](=[CH:26][CH:27]=2)[N:24]([CH2:28][C:29]2[CH:34]=[CH:33][C:32]([O:35][CH3:36])=[CH:31][CH:30]=2)[N:23]=[C:22]3[CH:37]=O)[C:17]=1[CH3:18])[CH:8]([CH3:10])[CH3:9])([CH3:4])([CH3:3])[CH3:2].Cl.NO.C([N:45](CC)CC)C.ClC(Cl)(Cl)C(Cl)=O.